This data is from Catalyst prediction with 721,799 reactions and 888 catalyst types from USPTO. The task is: Predict which catalyst facilitates the given reaction. (1) Reactant: [Cl:1][C:2]1[CH:7]=[C:6]([F:8])[CH:5]=[CH:4][C:3]=1[C:9]1[C:10]([CH3:25])=[N:11][N:12]([CH3:24])[C:13]=1[CH:14]([C:16]1[CH:21]=[CH:20][C:19]([F:22])=[CH:18][C:17]=1[F:23])O.C(N(S(F)(F)[F:32])CC)C. Product: [Cl:1][C:2]1[CH:7]=[C:6]([F:8])[CH:5]=[CH:4][C:3]=1[C:9]1[C:10]([CH3:25])=[N:11][N:12]([CH3:24])[C:13]=1[CH:14]([C:16]1[CH:21]=[CH:20][C:19]([F:22])=[CH:18][C:17]=1[F:23])[F:32]. The catalyst class is: 4. (2) Reactant: Cl.[NH2:2][CH2:3][CH2:4][CH2:5][C:6]([O:8][CH2:9][CH3:10])=[O:7].C(N(C(C)C)CC)(C)C.Cl[C:21]1[O:22][C:23]2[C:24](=[C:26]([C:38]#[N:39])[C:27]([CH3:37])=[C:28]([C:31]3[CH:36]=[CH:35][CH:34]=[CH:33][CH:32]=3)[C:29]=2[F:30])[N:25]=1. Product: [C:38]([C:26]1[C:24]2[N:25]=[C:21]([NH:2][CH2:3][CH2:4][CH2:5][C:6]([O:8][CH2:9][CH3:10])=[O:7])[O:22][C:23]=2[C:29]([F:30])=[C:28]([C:31]2[CH:32]=[CH:33][CH:34]=[CH:35][CH:36]=2)[C:27]=1[CH3:37])#[N:39]. The catalyst class is: 4. (3) Reactant: [N+:1]([C:4]1[CH:5]=[C:6]([C:14]([O:16][CH2:17][CH3:18])=[O:15])[C:7]2[C:12]([CH:13]=1)=[CH:11][CH:10]=[CH:9][CH:8]=2)([O-])=O. Product: [NH2:1][C:4]1[CH:5]=[C:6]([C:14]([O:16][CH2:17][CH3:18])=[O:15])[C:7]2[C:12]([CH:13]=1)=[CH:11][CH:10]=[CH:9][CH:8]=2. The catalyst class is: 29. (4) Reactant: C(=O)([O-])[O-].[K+].[K+].[CH:7]1([CH2:12][C:13]([C:15]2[CH:20]=[CH:19][C:18]([OH:21])=[C:17]([CH3:22])[C:16]=2[OH:23])=[O:14])[CH2:11][CH2:10][CH2:9][CH2:8]1.[C:24]([C:26]1[CH:33]=[CH:32][C:29]([CH2:30]Br)=[CH:28][CH:27]=1)#[N:25]. The catalyst class is: 21. Product: [CH:7]1([CH2:12][C:13]([C:15]2[CH:20]=[CH:19][C:18]([O:21][CH2:30][C:29]3[CH:32]=[CH:33][C:26]([C:24]#[N:25])=[CH:27][CH:28]=3)=[C:17]([CH3:22])[C:16]=2[OH:23])=[O:14])[CH2:11][CH2:10][CH2:9][CH2:8]1. (5) Reactant: Cl[C:2]1[N:7]=[C:6]([S:8][CH2:9][C:10]2[CH:15]=[CH:14][N:13]=[C:12]([C:16]([NH:18][CH3:19])=[O:17])[CH:11]=2)[C:5]([C:20]#[N:21])=[C:4]([C:22]2[CH:27]=[CH:26][CH:25]=[CH:24][CH:23]=2)[C:3]=1[C:28]#[N:29].[CH3:30][NH:31][CH2:32][CH2:33][OH:34].O.O1CCCC1. Product: [C:20]([C:5]1[C:6]([S:8][CH2:9][C:10]2[CH:15]=[CH:14][N:13]=[C:12]([C:16]([NH:18][CH3:19])=[O:17])[CH:11]=2)=[N:7][C:2]([N:31]([CH2:32][CH2:33][OH:34])[CH3:30])=[C:3]([C:28]#[N:29])[C:4]=1[C:22]1[CH:27]=[CH:26][CH:25]=[CH:24][CH:23]=1)#[N:21]. The catalyst class is: 3. (6) Reactant: [Cl:1][C:2]1[C:3]([CH3:26])=[N:4][C:5]2[N:6]([N:9]=[C:10]3[CH2:14][N:13]([C:15]([C:17]4[CH:22]=[CH:21][CH:20]=[CH:19][C:18]=4[CH:23](Cl)[CH3:24])=[O:16])[CH2:12][C:11]=23)[C:7]=1[CH3:8].[CH3:27][N:28]1[CH2:33][CH2:32][NH:31][CH2:30][CH2:29]1.C(=O)([O-])[O-].[K+].[K+]. Product: [Cl:1][C:2]1[C:3]([CH3:26])=[N:4][C:5]2[N:6]([N:9]=[C:10]3[CH2:14][N:13]([C:15]([C:17]4[CH:22]=[CH:21][CH:20]=[CH:19][C:18]=4[CH:23]([N:31]4[CH2:32][CH2:33][N:28]([CH3:27])[CH2:29][CH2:30]4)[CH3:24])=[O:16])[CH2:12][C:11]=23)[C:7]=1[CH3:8]. The catalyst class is: 47.